Task: Predict the product of the given reaction.. Dataset: Forward reaction prediction with 1.9M reactions from USPTO patents (1976-2016) Given the reactants C(N(CC)CC)C.C(O)=O.[Cl:11][C:12]1[C:13]([I:20])=[C:14]([CH:17]=[CH:18][CH:19]=1)[CH:15]=O.[CH3:21][C:22]1(C)[O:27]C(=O)CC(=O)[O:23]1, predict the reaction product. The product is: [Cl:11][C:12]1[C:13]([I:20])=[C:14]([CH2:15][CH2:21][C:22]([OH:27])=[O:23])[CH:17]=[CH:18][CH:19]=1.